This data is from Forward reaction prediction with 1.9M reactions from USPTO patents (1976-2016). The task is: Predict the product of the given reaction. (1) Given the reactants [Cl:1][C:2]1[CH:3]=[C:4]([C@H:9]2[C@H:14]([N:15]([CH3:24])[C:16]([C:18]3[CH:23]=[CH:22][CH:21]=[CH:20][CH:19]=3)=[O:17])[CH2:13][CH2:12][N:11](C(OC(C)(C)C)=O)[CH2:10]2)[CH:5]=[CH:6][C:7]=1[Cl:8].Cl.C(OCC)(=O)C, predict the reaction product. The product is: [Cl:1][C:2]1[CH:3]=[C:4]([C@H:9]2[C@H:14]([N:15]([CH3:24])[C:16](=[O:17])[C:18]3[CH:23]=[CH:22][CH:21]=[CH:20][CH:19]=3)[CH2:13][CH2:12][NH:11][CH2:10]2)[CH:5]=[CH:6][C:7]=1[Cl:8]. (2) Given the reactants [CH2:1]([O:3][C:4](=[O:22])[C:5]([CH3:21])([O:14][C:15]1[CH:20]=[CH:19][CH:18]=[CH:17][CH:16]=1)[CH2:6][C:7]1[CH:12]=[CH:11][CH:10]=[C:9]([OH:13])[CH:8]=1)[CH3:2].[CH3:23][N:24]1[CH:28]([CH2:29][CH2:30]OS(C2C=CC(C)=CC=2)(=O)=O)[CH2:27][N:26]([CH2:42][C:43]2[CH:48]=[CH:47][C:46]([C:49]([F:52])([F:51])[F:50])=[CH:45][CH:44]=2)[C:25]1=[O:53].C([O-])([O-])=O.[Cs+].[Cs+], predict the reaction product. The product is: [CH2:1]([O:3][C:4](=[O:22])[C:5]([CH3:21])([O:14][C:15]1[CH:20]=[CH:19][CH:18]=[CH:17][CH:16]=1)[CH2:6][C:7]1[CH:12]=[CH:11][CH:10]=[C:9]([O:13][CH2:30][CH2:29][CH:28]2[CH2:27][N:26]([CH2:42][C:43]3[CH:48]=[CH:47][C:46]([C:49]([F:51])([F:52])[F:50])=[CH:45][CH:44]=3)[C:25](=[O:53])[N:24]2[CH3:23])[CH:8]=1)[CH3:2]. (3) Given the reactants [NH2:1][C:2]1[CH:7]=[CH:6][C:5]([N:8]2[CH2:13][CH2:12][N:11]([CH2:14][CH2:15][OH:16])[CH2:10][CH2:9]2)=[CH:4][CH:3]=1.CS([C:20]1[N:25]=[CH:24][C:23]2=[CH:26][CH:27]=[C:28]([C:29]3[CH:34]=[CH:33][CH:32]=[CH:31][C:30]=3[N:35]([CH3:40])[S:36]([CH3:39])(=[O:38])=[O:37])[N:22]2[N:21]=1)=O.[F-].[Cs+].C(N(CC)C(C)C)(C)C, predict the reaction product. The product is: [OH:16][CH2:15][CH2:14][N:11]1[CH2:10][CH2:9][N:8]([C:5]2[CH:4]=[CH:3][C:2]([NH:1][C:20]3[N:25]=[CH:24][C:23]4=[CH:26][CH:27]=[C:28]([C:29]5[CH:34]=[CH:33][CH:32]=[CH:31][C:30]=5[N:35]([CH3:40])[S:36]([CH3:39])(=[O:38])=[O:37])[N:22]4[N:21]=3)=[CH:7][CH:6]=2)[CH2:13][CH2:12]1. (4) The product is: [CH3:1][O:2][CH:3]([O:8][CH3:9])[CH2:4][CH2:5][CH:6]([OH:7])[CH2:12][CH:11]=[CH2:10]. Given the reactants [CH3:1][O:2][CH:3]([O:8][CH3:9])[CH2:4][CH2:5][CH:6]=[O:7].[CH2:10]([Mg]Cl)[CH:11]=[CH2:12].O.[Cl-].[NH4+], predict the reaction product. (5) Given the reactants [F:1][C:2]1[CH:7]=[CH:6][C:5]([F:8])=[CH:4][C:3]=1[CH:9]1[CH2:13][CH2:12][CH2:11][N:10]1[C:14]1[CH:19]=[CH:18][N:17]2[N:20]=[CH:21][C:22](I)=[C:16]2[N:15]=1.[O-]P([O-])([O-])=O.[K+].[K+].[K+].[O:32]1[CH:36]=[C:35](B(O)O)[CH:34]=[N:33]1, predict the reaction product. The product is: [F:1][C:2]1[CH:7]=[CH:6][C:5]([F:8])=[CH:4][C:3]=1[CH:9]1[CH2:13][CH2:12][CH2:11][N:10]1[C:14]1[CH:19]=[CH:18][N:17]2[N:20]=[CH:21][C:22]([C:35]3[CH:34]=[N:33][O:32][CH:36]=3)=[C:16]2[N:15]=1. (6) Given the reactants [NH2:1][C:2]1[CH:7]=[C:6]([O:8][CH3:9])[CH:5]=[CH:4][C:3]=1[CH:10]1[CH2:19][CH2:18][C:17]2[CH:16]=[C:15]([OH:20])[CH:14]=[CH:13][C:12]=2[CH2:11]1.ClC([O:24][CH2:25][CH2:26]Cl)=O, predict the reaction product. The product is: [OH:24][CH2:25][CH2:26][NH:1][C:2]1[CH:7]=[C:6]([O:8][CH3:9])[CH:5]=[CH:4][C:3]=1[CH:10]1[CH2:19][CH2:18][C:17]2[CH:16]=[C:15]([OH:20])[CH:14]=[CH:13][C:12]=2[CH2:11]1. (7) Given the reactants [C:9](O[C:9]([O:11][C:12]([CH3:15])([CH3:14])[CH3:13])=[O:10])([O:11][C:12]([CH3:15])([CH3:14])[CH3:13])=[O:10].[Br:16][C:17]1[CH:18]=[C:19]2[C:23](=[CH:24][CH:25]=1)[C@@H:22]([NH2:26])[CH2:21][CH2:20]2.C(=O)(O)[O-].[Na+].[OH-].[Na+], predict the reaction product. The product is: [C:12]([O:11][C:9](=[O:10])[NH:26][C@@H:22]1[C:23]2[C:19](=[CH:18][C:17]([Br:16])=[CH:25][CH:24]=2)[CH2:20][CH2:21]1)([CH3:13])([CH3:14])[CH3:15].